Predict the product of the given reaction. From a dataset of Forward reaction prediction with 1.9M reactions from USPTO patents (1976-2016). (1) The product is: [F:1][C:2]([F:15])([F:14])[S:3]([O:6][C:29]1[CH:28]=[C:27]([NH:32][C:33]2[CH:37]=[CH:36][N:35]([CH2:38][O:39][CH2:40][CH2:41][Si:42]([CH3:45])([CH3:44])[CH3:43])[N:34]=2)[N:26]=[C:25]([CH2:24][O:23][Si:16]([C:19]([CH3:22])([CH3:21])[CH3:20])([CH3:18])[CH3:17])[CH:30]=1)(=[O:5])=[O:4]. Given the reactants [F:1][C:2]([F:15])([F:14])[S:3]([O:6]S(C(F)(F)F)(=O)=O)(=[O:5])=[O:4].[Si:16]([O:23][CH2:24][C:25]1[CH:30]=[C:29](O)[CH:28]=[C:27]([NH:32][C:33]2[CH:37]=[CH:36][N:35]([CH2:38][O:39][CH2:40][CH2:41][Si:42]([CH3:45])([CH3:44])[CH3:43])[N:34]=2)[N:26]=1)([C:19]([CH3:22])([CH3:21])[CH3:20])([CH3:18])[CH3:17].C(Cl)(Cl)Cl.Cl, predict the reaction product. (2) Given the reactants [Cl:1][C:2]1[CH:7]=[CH:6][C:5]([C:8]2([C:11]3[C:20]([OH:21])=[C:19]([C:22]([OH:24])=[O:23])[C:18]4[C:13](=[C:14]([CH3:26])[CH:15]=[C:16](C)[CH:17]=4)[N:12]=3)[CH2:10][CH2:9]2)=[CH:4][CH:3]=1.C(OCC(C1(C2C=CC(Cl)=CC=2)CC1)=O)(=O)C, predict the reaction product. The product is: [Cl:1][C:2]1[CH:7]=[CH:6][C:5]([C:8]2([C:11]3[C:20]([OH:21])=[C:19]([C:22]([OH:24])=[O:23])[C:18]4[C:13](=[C:14]([CH3:26])[CH:15]=[CH:16][CH:17]=4)[N:12]=3)[CH2:9][CH2:10]2)=[CH:4][CH:3]=1. (3) Given the reactants [N+](C1C=C(S(O[CH2:14][C@@H:15]2[CH2:17][O:16]2)(=O)=O)C=CC=1)([O-])=O.[OH:18][C:19]1[CH:28]=[C:27]([CH3:29])[CH:26]=[CH:25][C:20]=1[C:21]([O:23][CH3:24])=[O:22].C([O-])([O-])=O.[Cs+].[Cs+], predict the reaction product. The product is: [CH3:29][C:27]1[CH:26]=[CH:25][C:20]([C:21]([O:23][CH3:24])=[O:22])=[C:19]([O:18][CH2:14][C@@H:15]2[CH2:17][O:16]2)[CH:28]=1. (4) Given the reactants I[C:2]1[CH:7]=[C:6]([O:8][CH3:9])[CH:5]=[C:4]([O:10][CH3:11])[CH:3]=1.[Li]C(C)(C)C.[C:17](OCC)(=[O:23])[C:18]([O:20][CH2:21][CH3:22])=[O:19], predict the reaction product. The product is: [CH3:11][O:10][C:4]1[CH:3]=[C:2]([C:17](=[O:23])[C:18]([O:20][CH2:21][CH3:22])=[O:19])[CH:7]=[C:6]([O:8][CH3:9])[CH:5]=1. (5) Given the reactants [CH3:1][N:2](C(ON1N=NC2C=CC=NC1=2)=[N+](C)C)C.F[P-](F)(F)(F)(F)F.[CH3:25][O:26][C:27]1[N:32]=[C:31]([C:33]([OH:35])=O)[CH:30]=[CH:29][C:28]=1[N+:36]([O-:38])=[O:37].CCN(C(C)C)C(C)C.CN, predict the reaction product. The product is: [CH3:25][O:26][C:27]1[N:32]=[C:31]([C:33]([NH:2][CH3:1])=[O:35])[CH:30]=[CH:29][C:28]=1[N+:36]([O-:38])=[O:37]. (6) Given the reactants [C:1]1([S:7]([N:10]2[C:14]3=[N:15][CH:16]=[C:17]([O:19][CH3:20])[CH:18]=[C:13]3[CH:12]=[C:11]2[C:21](OS(C2C=CC(C)=CC=2)(=O)=O)=[CH:22][CH:23]2[CH2:28][CH2:27][O:26][CH2:25][CH2:24]2)(=[O:9])=[O:8])[CH:6]=[CH:5][CH:4]=[CH:3][CH:2]=1.[F:40][C:41]([F:52])([F:51])[C:42]1[CH:47]=[CH:46][C:45](B(O)O)=[CH:44][CH:43]=1.C(=O)([O-])[O-].[Na+].[Na+], predict the reaction product. The product is: [C:1]1([S:7]([N:10]2[C:14]3=[N:15][CH:16]=[C:17]([O:19][CH3:20])[CH:18]=[C:13]3[CH:12]=[C:11]2[C:21]([C:43]2[CH:44]=[CH:45][CH:46]=[CH:47][C:42]=2[C:41]([F:52])([F:51])[F:40])=[CH:22][CH:23]2[CH2:24][CH2:25][O:26][CH2:27][CH2:28]2)(=[O:8])=[O:9])[CH:6]=[CH:5][CH:4]=[CH:3][CH:2]=1.